Dataset: Forward reaction prediction with 1.9M reactions from USPTO patents (1976-2016). Task: Predict the product of the given reaction. (1) Given the reactants Cl[CH2:2][C:3]1[N:4]=[C:5]([C:9]2[O:10][CH:11]=[CH:12][CH:13]=2)[O:6][C:7]=1[CH3:8].[OH:14][C:15]1[CH:39]=[CH:38][C:18]([CH2:19][O:20]/[N:21]=[C:22](/[C:32]2[CH:37]=[CH:36][CH:35]=[CH:34][CH:33]=2)\[CH2:23][CH2:24][CH2:25][CH2:26][C:27]([O:29][CH2:30][CH3:31])=[O:28])=[CH:17][CH:16]=1.C(=O)([O-])[O-].[K+].[K+].CN(C)C=O, predict the reaction product. The product is: [O:10]1[CH:11]=[CH:12][CH:13]=[C:9]1[C:5]1[O:6][C:7]([CH3:8])=[C:3]([CH2:2][O:14][C:15]2[CH:16]=[CH:17][C:18]([CH2:19][O:20]/[N:21]=[C:22](/[C:32]3[CH:33]=[CH:34][CH:35]=[CH:36][CH:37]=3)\[CH2:23][CH2:24][CH2:25][CH2:26][C:27]([O:29][CH2:30][CH3:31])=[O:28])=[CH:38][CH:39]=2)[N:4]=1. (2) Given the reactants [Cl:1][C:2]1[CH:7]=[C:6]([Cl:8])[CH:5]=[CH:4][C:3]=1[C:9]1[N:14]=[C:13](O)[N:12]2[N:16]=[C:17]([C:19]([F:22])([F:21])[F:20])[N:18]=[C:11]2[CH:10]=1.C(=O)(O)[O-].[Na+].P(Cl)(Cl)([Cl:30])=O, predict the reaction product. The product is: [Cl:30][C:13]1[N:12]2[N:16]=[C:17]([C:19]([F:22])([F:21])[F:20])[N:18]=[C:11]2[CH:10]=[C:9]([C:3]2[CH:4]=[CH:5][C:6]([Cl:8])=[CH:7][C:2]=2[Cl:1])[N:14]=1. (3) Given the reactants [CH3:1][C:2]1[N:3]=[CH:4][NH:5][CH:6]=1.CCN(CC)CC.[C:14](Cl)(=[O:16])[CH3:15], predict the reaction product. The product is: [CH3:1][C:2]1[N:3]=[CH:4][N:5]([C:14](=[O:16])[CH3:15])[CH:6]=1.